From a dataset of Reaction yield outcomes from USPTO patents with 853,638 reactions. Predict the reaction yield, written as a fraction of the theoretical maximum amount of product (1.0 means a 100% yield; for example, 0.34 means a 34% yield). (1) The reactants are [Br:1][C:2]1[CH:8]=[C:7]([OH:9])[C:6]([Br:10])=[CH:5][C:3]=1[OH:4].[OH-].[Na+].[CH2:13](Br)[CH2:14][CH2:15][CH2:16][CH2:17][CH2:18][CH2:19][CH2:20][CH2:21][CH2:22][CH2:23][CH3:24]. The catalyst is C(O)C. The product is [Br:1][C:2]1[CH:8]=[C:7]([O:9][CH2:24][CH2:23][CH2:22][CH2:21][CH2:20][CH2:19][CH2:18][CH2:17][CH2:16][CH2:15][CH2:14][CH3:13])[C:6]([Br:10])=[CH:5][C:3]=1[OH:4]. The yield is 0.600. (2) The reactants are [Cl:1][C:2]1[CH:10]=[CH:9][C:8]([CH:11]2[CH2:15][CH2:14][CH:13]=[CH:12]2)=[CH:7][C:3]=1[C:4](O)=[O:5].ClC(OC(C)C)=O.CC[N:25](C(C)C)C(C)C.N. The catalyst is C1COCC1. The product is [Cl:1][C:2]1[CH:10]=[CH:9][C:8]([CH:11]2[CH2:15][CH2:14][CH:13]=[CH:12]2)=[CH:7][C:3]=1[C:4]([NH2:25])=[O:5]. The yield is 0.680. (3) The catalyst is C1COCC1. The reactants are [CH3:1][N:2]1[C:6]([CH3:7])=[C:5]2[S:8][CH:9]=[CH:10][C:4]2=[N:3]1.C([Li])CCC.[CH2:16]([Sn:20]([CH2:26][CH2:27][CH2:28][CH3:29])([CH2:22][CH2:23][CH2:24][CH3:25])Cl)[CH2:17][CH2:18][CH3:19]. The yield is 0.910. The product is [CH3:1][N:2]1[C:6]([CH3:7])=[C:5]2[S:8][C:9]([Sn:20]([CH2:22][CH2:23][CH2:24][CH3:25])([CH2:26][CH2:27][CH2:28][CH3:29])[CH2:16][CH2:17][CH2:18][CH3:19])=[CH:10][C:4]2=[N:3]1. (4) The catalyst is C(O)(C(F)(F)F)=O. The reactants are [Br:1][C:2]1[C:3]([N:17]2[CH2:22][CH2:21][CH2:20][C@@H:19]([NH:23]C(=O)OC(C)(C)C)[CH2:18]2)=[C:4]2[C:10]([NH:11][C:12](=[O:16])[CH2:13][CH2:14][CH3:15])=[CH:9][NH:8][C:5]2=[N:6][CH:7]=1. The yield is 0.660. The product is [NH2:23][C@@H:19]1[CH2:20][CH2:21][CH2:22][N:17]([C:3]2[C:2]([Br:1])=[CH:7][N:6]=[C:5]3[NH:8][CH:9]=[C:10]([NH:11][C:12](=[O:16])[CH2:13][CH2:14][CH3:15])[C:4]=23)[CH2:18]1. (5) The reactants are [Cl:1][C:2]1[C:7]([CH:8]=O)=[C:6](Cl)[CH:5]=[C:4]([Cl:11])[N:3]=1.CCN(C(C)C)C(C)C.Cl.[CH3:22][O:23][C:24]1[CH:29]=[CH:28][C:27]([CH2:30][NH:31][NH2:32])=[CH:26][CH:25]=1. The catalyst is C1COCC1. The product is [Cl:1][C:2]1[C:7]2[CH:8]=[N:32][N:31]([CH2:30][C:27]3[CH:28]=[CH:29][C:24]([O:23][CH3:22])=[CH:25][CH:26]=3)[C:6]=2[CH:5]=[C:4]([Cl:11])[N:3]=1. The yield is 0.380.